From a dataset of Catalyst prediction with 721,799 reactions and 888 catalyst types from USPTO. Predict which catalyst facilitates the given reaction. (1) Reactant: [OH:1][CH:2]1[CH2:7][CH2:6][N:5]([C:8]2[CH:9]=[C:10]3[C:15](=[C:16]([C:18]4[CH:19]=[C:20]([CH:23]=[CH:24][CH:25]=4)[C:21]#[N:22])[N:17]=2)[N:14]=[CH:13][CH:12]=[CH:11]3)[CH2:4][CH2:3]1.[OH-].[Na+].Br[CH2:29][C:30]([O:32][C:33]([CH3:36])([CH3:35])[CH3:34])=[O:31].O. Product: [C:33]([O:32][C:30](=[O:31])[CH2:29][O:1][CH:2]1[CH2:7][CH2:6][N:5]([C:8]2[CH:9]=[C:10]3[C:15](=[C:16]([C:18]4[CH:25]=[CH:24][CH:23]=[C:20]([C:21]#[N:22])[CH:19]=4)[N:17]=2)[N:14]=[CH:13][CH:12]=[CH:11]3)[CH2:4][CH2:3]1)([CH3:36])([CH3:35])[CH3:34]. The catalyst class is: 1. (2) Reactant: [Cl:1][C:2]1[CH:11]=[CH:10][CH:9]=[C:8]2[C:3]=1[C:4]([OH:20])=[C:5]([C:15](OCC)=[O:16])[C:6](=[O:14])[C:7]2([CH3:13])[CH3:12].Cl.[C:22]([O:26][C:27](=[O:30])[CH2:28][NH2:29])([CH3:25])([CH3:24])[CH3:23].CCN(C(C)C)C(C)C. Product: [Cl:1][C:2]1[CH:11]=[CH:10][CH:9]=[C:8]2[C:3]=1[C:4]([OH:20])=[C:5]([C:15]([NH:29][CH2:28][C:27]([O:26][C:22]([CH3:25])([CH3:24])[CH3:23])=[O:30])=[O:16])[C:6](=[O:14])[C:7]2([CH3:13])[CH3:12]. The catalyst class is: 12. (3) Reactant: Cl[C:2]1[CH:3]=[CH:4][C:5]2[CH2:6][N:7]([C:18](=[O:20])[CH3:19])[CH2:8][CH:9]([CH2:13][O:14][CH:15]([CH3:17])[CH3:16])[O:10][C:11]=2[N:12]=1.[CH3:21][O:22][C:23]1[CH:24]=[C:25]([CH:27]=[CH:28][C:29]=1[N:30]1[CH:34]=[C:33]([CH3:35])[N:32]=[CH:31]1)[NH2:26].C1(P(C2CCCCC2)C2C=CC=CC=2C2C=CC=CC=2)CCCCC1.C(=O)([O-])[O-].[Cs+].[Cs+]. Product: [CH:15]([O:14][CH2:13][CH:9]1[CH2:8][N:7]([C:18](=[O:20])[CH3:19])[CH2:6][C:5]2[CH:4]=[CH:3][C:2]([NH:26][C:25]3[CH:27]=[CH:28][C:29]([N:30]4[CH:34]=[C:33]([CH3:35])[N:32]=[CH:31]4)=[C:23]([O:22][CH3:21])[CH:24]=3)=[N:12][C:11]=2[O:10]1)([CH3:17])[CH3:16]. The catalyst class is: 167.